From a dataset of Catalyst prediction with 721,799 reactions and 888 catalyst types from USPTO. Predict which catalyst facilitates the given reaction. Reactant: Cl[C:2]1[C:11]2=[N:12][N:13](CC3C=CC(OC)=CC=3)[CH:14]=[C:10]2[C:9]2[CH:8]=[C:7]([O:24][CH3:25])[CH:6]=[CH:5][C:4]=2[N:3]=1.[NH2:26][C:27]1[CH:32]=[CH:31][C:30]([S:33]([N:36]([CH3:38])[CH3:37])(=[O:35])=[O:34])=[CH:29][CH:28]=1.Cl. Product: [CH3:25][O:24][C:7]1[CH:6]=[CH:5][C:4]2[N:3]=[C:2]([NH:26][C:27]3[CH:32]=[CH:31][C:30]([S:33]([N:36]([CH3:38])[CH3:37])(=[O:35])=[O:34])=[CH:29][CH:28]=3)[C:11]3=[N:12][NH:13][CH:14]=[C:10]3[C:9]=2[CH:8]=1. The catalyst class is: 71.